The task is: Predict the reactants needed to synthesize the given product.. This data is from Full USPTO retrosynthesis dataset with 1.9M reactions from patents (1976-2016). (1) Given the product [CH3:35][NH:36][CH2:27][C:24]1([C:16]2[O:15][N:14]=[C:13]([C:10]3[CH:11]=[CH:12][C:7]([OH:6])=[CH:8][CH:9]=3)[C:17]=2[C:18]2[CH:23]=[CH:22][CH:21]=[CH:20][CH:19]=2)[CH2:26][CH2:25]1, predict the reactants needed to synthesize it. The reactants are: C([Si](C)(C)[O:6][C:7]1[CH:12]=[CH:11][C:10]([C:13]2[C:17]([C:18]3[CH:23]=[CH:22][CH:21]=[CH:20][CH:19]=3)=[C:16]([C:24]3([CH2:27]OS(C)(=O)=O)[CH2:26][CH2:25]3)[O:15][N:14]=2)=[CH:9][CH:8]=1)(C)(C)C.[CH3:35][NH2:36]. (2) Given the product [Cl:1][C:2]1[CH:26]=[CH:25][C:5]2[NH:6][C:7]3[S:8][CH:9]=[CH:10][C:11]=3[C:12]([N:14]3[CH2:19][CH2:18][N:17]([CH3:29])[C@@H:16]([CH2:20][CH2:21][CH2:22][O:23][CH3:24])[CH2:15]3)=[N:13][C:4]=2[CH:3]=1, predict the reactants needed to synthesize it. The reactants are: [Cl:1][C:2]1[CH:26]=[CH:25][C:5]2[NH:6][C:7]3[S:8][CH:9]=[CH:10][C:11]=3[C:12]([N:14]3[CH2:19][CH2:18][NH:17][C@@H:16]([CH2:20][CH2:21][CH2:22][O:23][CH3:24])[CH2:15]3)=[N:13][C:4]=2[CH:3]=1.C=O.[C:29](O[BH-](OC(=O)C)OC(=O)C)(=O)C.[Na+]. (3) The reactants are: CO[C:3](=[O:14])[CH2:4][C:5]1[CH:10]=[C:9]([O:11][CH3:12])[CH:8]=[CH:7][C:6]=1[Cl:13].[H-].[CH2:16]([Al+]CC(C)C)C(C)C.CO.C(C(C(C([O-])=O)O)O)([O-])=O.[Na+].[K+]. Given the product [Cl:13][C:6]1[CH:7]=[CH:8][C:9]([O:11][CH3:12])=[CH:10][C:5]=1[CH:4]([CH3:16])[CH:3]=[O:14], predict the reactants needed to synthesize it. (4) The reactants are: [Cl:1]C(OC(Cl)C)=O.C([N:21]1[CH2:24][CH:23]([O:25][CH2:26][C:27]2[S:28][CH:29]=[C:30]([CH3:32])[CH:31]=2)[CH2:22]1)(C1C=CC=CC=1)C1C=CC=CC=1.C(O)C. Given the product [ClH:1].[CH3:32][C:30]1[CH:31]=[C:27]([CH2:26][O:25][CH:23]2[CH2:22][NH:21][CH2:24]2)[S:28][CH:29]=1, predict the reactants needed to synthesize it. (5) Given the product [Cl:1][C:2]1[CH:3]=[CH:4][C:5]([C:6]([C:8]2[CH:9]=[CH:10][C:11]([NH:14][C:15](=[O:22])[CH2:16][C:17]([OH:19])=[O:18])=[CH:12][CH:13]=2)=[O:7])=[CH:23][CH:24]=1, predict the reactants needed to synthesize it. The reactants are: [Cl:1][C:2]1[CH:24]=[CH:23][C:5]([C:6]([C:8]2[CH:13]=[CH:12][C:11]([NH:14][C:15](=[O:22])[CH2:16][C:17]([O:19]CC)=[O:18])=[CH:10][CH:9]=2)=[O:7])=[CH:4][CH:3]=1.CCO.[OH-].[K+].Cl. (6) Given the product [Br:1][C:2]1[CH:9]=[CH:8][C:5]([CH2:6][N:14]2[CH2:15][CH2:16][CH:11]([OH:10])[CH2:12][CH2:13]2)=[CH:4][CH:3]=1, predict the reactants needed to synthesize it. The reactants are: [Br:1][C:2]1[CH:9]=[CH:8][C:5]([CH2:6]Br)=[CH:4][CH:3]=1.[OH:10][CH:11]1[CH2:16][CH2:15][NH:14][CH2:13][CH2:12]1.C(=O)([O-])[O-].[K+].[K+].O. (7) Given the product [F:19][C:20]1[CH:28]=[CH:27][C:23]([C:24]([NH:5][C:4]2[CH:6]=[CH:7][C:8]([N:9]3[C:13]([CH3:14])=[CH:12][C:11]([C:15]([F:17])([F:16])[F:18])=[N:10]3)=[C:2]([F:1])[CH:3]=2)=[O:25])=[C:22]([CH3:29])[CH:21]=1, predict the reactants needed to synthesize it. The reactants are: [F:1][C:2]1[CH:3]=[C:4]([CH:6]=[CH:7][C:8]=1[N:9]1[C:13]([CH3:14])=[CH:12][C:11]([C:15]([F:18])([F:17])[F:16])=[N:10]1)[NH2:5].[F:19][C:20]1[CH:28]=[CH:27][C:23]([C:24](Cl)=[O:25])=[C:22]([CH3:29])[CH:21]=1.CCN(C(C)C)C(C)C.C([O-])(O)=O.[Na+].CC(=O)OCC.